From a dataset of Reaction yield outcomes from USPTO patents with 853,638 reactions. Predict the reaction yield, written as a fraction of the theoretical maximum amount of product (1.0 means a 100% yield; for example, 0.34 means a 34% yield). (1) The yield is 1.00. The reactants are [N+:1]([C:4]1[CH:5]=[CH:6][C:7]2[O:11][C:10]([CH2:12][N:13]3[CH2:17][CH2:16][CH2:15][CH2:14]3)=[N:9][C:8]=2[CH:18]=1)([O-])=O. The catalyst is [Pd].CCOC(C)=O.CO. The product is [NH2:1][C:4]1[CH:5]=[CH:6][C:7]2[O:11][C:10]([CH2:12][N:13]3[CH2:14][CH2:15][CH2:16][CH2:17]3)=[N:9][C:8]=2[CH:18]=1. (2) The reactants are [C:1]([NH:9][C:10]1[CH:11]=[C:12]([CH:16]=[CH:17][N:18]=1)[C:13]([OH:15])=O)(=[O:8])[C:2]1[CH:7]=[CH:6][CH:5]=[CH:4][CH:3]=1.[F:19][C:20]([F:30])([F:29])[C:21]1[CH:26]=[CH:25][C:24]([CH2:27][NH2:28])=[CH:23][CH:22]=1.C(N(CC)CC)C. The catalyst is S(Cl)(Cl)=O.ClCCl. The product is [C:1]([NH:9][C:10]1[CH:11]=[C:12]([CH:16]=[CH:17][N:18]=1)[C:13]([NH:28][CH2:27][C:24]1[CH:23]=[CH:22][C:21]([C:20]([F:19])([F:29])[F:30])=[CH:26][CH:25]=1)=[O:15])(=[O:8])[C:2]1[CH:3]=[CH:4][CH:5]=[CH:6][CH:7]=1. The yield is 0.0800.